This data is from Reaction yield outcomes from USPTO patents with 853,638 reactions. The task is: Predict the reaction yield, written as a fraction of the theoretical maximum amount of product (1.0 means a 100% yield; for example, 0.34 means a 34% yield). The reactants are [Cl:1][C:2]1[CH:7]=[CH:6][CH:5]=[CH:4][C:3]=1[C:8]1[C:12]([C:13]([N:15](C(OC(C)(C)C)=O)C(OC(C)(C)C)=O)=[O:14])=[CH:11][N:10]([C:30]2[CH:35]=[CH:34][N:33]=[C:32](Cl)[CH:31]=2)[N:9]=1.[C:37]([NH2:40])(=[O:39])[CH3:38].CC1(C)C2C(=C(P(C3C=CC=CC=3)C3C=CC=CC=3)C=CC=2)OC2C(P(C3C=CC=CC=3)C3C=CC=CC=3)=CC=CC1=2.C(=O)([O-])[O-].[Cs+].[Cs+]. The catalyst is O1CCOCC1.C1C=CC(/C=C/C(/C=C/C2C=CC=CC=2)=O)=CC=1.C1C=CC(/C=C/C(/C=C/C2C=CC=CC=2)=O)=CC=1.C1C=CC(/C=C/C(/C=C/C2C=CC=CC=2)=O)=CC=1.[Pd].[Pd]. The product is [C:37]([NH:40][C:32]1[CH:31]=[C:30]([N:10]2[CH:11]=[C:12]([C:13]([NH2:15])=[O:14])[C:8]([C:3]3[CH:4]=[CH:5][CH:6]=[CH:7][C:2]=3[Cl:1])=[N:9]2)[CH:35]=[CH:34][N:33]=1)(=[O:39])[CH3:38]. The yield is 0.0100.